This data is from Forward reaction prediction with 1.9M reactions from USPTO patents (1976-2016). The task is: Predict the product of the given reaction. (1) The product is: [CH3:5][O:6][CH2:7][CH2:8][O:9][C:10]1[N:11]=[CH:12][C:13]([NH2:21])=[CH:14][C:15]=1[N:16]1[N:20]=[CH:19][CH:18]=[N:17]1. Given the reactants C([O-])=O.[NH4+].[CH3:5][O:6][CH2:7][CH2:8][O:9][C:10]1[C:15]([N:16]2[N:20]=[CH:19][CH:18]=[N:17]2)=[CH:14][C:13]([N+:21]([O-])=O)=[CH:12][N:11]=1, predict the reaction product. (2) Given the reactants [CH3:1][O:2][C:3]1[CH:12]=[CH:11][CH:10]=[C:9]2[C:4]=1[CH2:5][CH2:6][CH2:7][C:8]2=[CH2:13].O.O.O.[N+]([O-])([O-])=[O:18].[Tl+3].[N+]([O-])([O-])=O.[N+]([O-])([O-])=O.C(Cl)(Cl)Cl, predict the reaction product. The product is: [CH3:1][O:2][C:3]1[C:4]2[CH2:5][CH2:6][CH2:7][C:13](=[O:18])[CH2:8][C:9]=2[CH:10]=[CH:11][CH:12]=1. (3) Given the reactants [C:1]([O:5][C:6](=[O:22])[NH:7][C@H:8]([C:19](=[S:21])[NH2:20])[CH2:9][C:10]1[CH:15]=[CH:14][C:13]([N+:16]([O-:18])=[O:17])=[CH:12][CH:11]=1)([CH3:4])([CH3:3])[CH3:2].Br[CH2:24][C:25]([C:27]1[CH:32]=[CH:31][CH:30]=[CH:29][CH:28]=1)=O.N1C=CC=CC=1.CC(OC(OC(OC(C)(C)C)=O)=O)(C)C, predict the reaction product. The product is: [C:1]([O:5][C:6](=[O:22])[NH:7][C@H:8]([C:19]1[S:21][CH:24]=[C:25]([C:27]2[CH:32]=[CH:31][CH:30]=[CH:29][CH:28]=2)[N:20]=1)[CH2:9][C:10]1[CH:15]=[CH:14][C:13]([N+:16]([O-:18])=[O:17])=[CH:12][CH:11]=1)([CH3:4])([CH3:2])[CH3:3].